This data is from Peptide-MHC class II binding affinity with 134,281 pairs from IEDB. The task is: Regression. Given a peptide amino acid sequence and an MHC pseudo amino acid sequence, predict their binding affinity value. This is MHC class II binding data. (1) The peptide sequence is LVQDDVIPANWKPDT. The MHC is DRB1_1201 with pseudo-sequence DRB1_1201. The binding affinity (normalized) is 0.0326. (2) The peptide sequence is KYMVIQGEPGRVIRG. The MHC is DRB1_0901 with pseudo-sequence DRB1_0901. The binding affinity (normalized) is 0.721.